This data is from Full USPTO retrosynthesis dataset with 1.9M reactions from patents (1976-2016). The task is: Predict the reactants needed to synthesize the given product. (1) Given the product [Cl:1][C:2]1[C:3]([O:12][C:13]2[CH:18]=[C:17]([O:19][CH2:20][CH2:21][O:22][CH3:23])[CH:16]=[CH:15][C:14]=2/[CH:24]=[CH:25]/[C:26]([NH:50][S:47]([NH:46][CH2:41][CH2:42][CH2:43][CH2:44][CH3:45])(=[O:49])=[O:48])=[O:27])=[N:4][CH:5]=[C:6]([C:8]([F:10])([F:9])[F:11])[CH:7]=1, predict the reactants needed to synthesize it. The reactants are: [Cl:1][C:2]1[C:3]([O:12][C:13]2[CH:18]=[C:17]([O:19][CH2:20][CH2:21][O:22][CH3:23])[CH:16]=[CH:15][C:14]=2/[CH:24]=[CH:25]/[C:26](O)=[O:27])=[N:4][CH:5]=[C:6]([C:8]([F:11])([F:10])[F:9])[CH:7]=1.Cl.C(N=C=NCCCN(C)C)C.[CH2:41]([NH:46][S:47]([NH2:50])(=[O:49])=[O:48])[CH2:42][CH2:43][CH2:44][CH3:45].Cl. (2) The reactants are: [Br:1][C:2]1[CH:3]=[C:4]([CH:8]=[CH:9][C:10]=1[F:11])[C:5](O)=[O:6].CCN=C=NCCCN(C)C.Cl.[CH3:24][Si:25]([CH2:28][NH2:29])([CH3:27])[CH3:26]. Given the product [Br:1][C:2]1[CH:3]=[C:4]([CH:8]=[CH:9][C:10]=1[F:11])[C:5]([NH:29][CH2:28][Si:25]([CH3:27])([CH3:26])[CH3:24])=[O:6], predict the reactants needed to synthesize it. (3) The reactants are: [N:1]1([CH2:8][CH2:9][O:10][C:11]2[CH:16]=[CH:15][C:14]([C:17]([C:19]3[C:28]4[C:23](=[CH:24][C:25]([O:29]C)=[CH:26][CH:27]=4)[CH:22]=[CH:21][C:20]=3[C:31]3[C:36]([F:37])=[CH:35][CH:34]=[C:33]([F:38])[C:32]=3[F:39])=[O:18])=[CH:13][CH:12]=2)[CH2:7][CH2:6][CH2:5][CH2:4][CH2:3][CH2:2]1.B(Br)(Br)Br.OC1C=C2C(=CC=1)C(C(C1C=CC(OCCN3CCCCC3)=CC=1)=O)=C(C1C(F)=CC(F)=CC=1F)C=C2. Given the product [N:1]1([CH2:8][CH2:9][O:10][C:11]2[CH:16]=[CH:15][C:14]([C:17]([C:19]3[C:28]4[C:23](=[CH:24][C:25]([OH:29])=[CH:26][CH:27]=4)[CH:22]=[CH:21][C:20]=3[C:31]3[C:36]([F:37])=[CH:35][CH:34]=[C:33]([F:38])[C:32]=3[F:39])=[O:18])=[CH:13][CH:12]=2)[CH2:7][CH2:6][CH2:5][CH2:4][CH2:3][CH2:2]1, predict the reactants needed to synthesize it. (4) Given the product [CH2:12]([N:7]1[C:6]2[CH:5]=[C:4]([C:16]([O:18][CH3:19])=[O:17])[CH:3]=[C:2]([C:21]#[N:22])[C:11]=2[O:10][CH2:9][CH2:8]1)[CH2:13][CH2:14][CH3:15], predict the reactants needed to synthesize it. The reactants are: Br[C:2]1[C:11]2[O:10][CH2:9][CH2:8][N:7]([CH2:12][CH2:13][CH2:14][CH3:15])[C:6]=2[CH:5]=[C:4]([C:16]([O:18][CH3:19])=[O:17])[CH:3]=1.[Cu](C#N)[C:21]#[N:22].Cl.